Dataset: CYP3A4 inhibition data for predicting drug metabolism from PubChem BioAssay. Task: Regression/Classification. Given a drug SMILES string, predict its absorption, distribution, metabolism, or excretion properties. Task type varies by dataset: regression for continuous measurements (e.g., permeability, clearance, half-life) or binary classification for categorical outcomes (e.g., BBB penetration, CYP inhibition). Dataset: cyp3a4_veith. The compound is O=C(O)CCC(=O)Nc1ccc(S(=O)(=O)Nc2nccs2)cc1. The result is 0 (non-inhibitor).